This data is from Full USPTO retrosynthesis dataset with 1.9M reactions from patents (1976-2016). The task is: Predict the reactants needed to synthesize the given product. (1) The reactants are: [Cl:1][C:2]1[CH:3]=[N:4][CH:5]=[C:6]([Cl:20])[C:7]=1[S:8][C:9]1[S:13][C:12]([C:14](Cl)=[O:15])=[CH:11][C:10]=1[N+:17]([O-:19])=[O:18].[CH:21]1([NH2:27])[CH2:26][CH2:25][CH2:24][CH2:23][CH2:22]1. Given the product [CH:21]1([NH:27][C:14]([C:12]2[S:13][C:9]([S:8][C:7]3[C:2]([Cl:1])=[CH:3][N:4]=[CH:5][C:6]=3[Cl:20])=[C:10]([N+:17]([O-:19])=[O:18])[CH:11]=2)=[O:15])[CH2:26][CH2:25][CH2:24][CH2:23][CH2:22]1, predict the reactants needed to synthesize it. (2) Given the product [I:1][C:2]1[CH:3]=[C:4]2[C:8](=[CH:9][CH:10]=1)[NH:7][C:6](=[O:11])[C:5]2=[N:14][NH:13][C:15]([C:17]1[CH:26]=[CH:25][C:20]([C:21]([O:23][CH3:24])=[O:22])=[CH:19][CH:18]=1)=[O:16], predict the reactants needed to synthesize it. The reactants are: [I:1][C:2]1[CH:3]=[C:4]2[C:8](=[CH:9][CH:10]=1)[NH:7][C:6](=[O:11])[C:5]2=O.[NH:13]([C:15]([C:17]1[CH:26]=[CH:25][C:20]([C:21]([O:23][CH3:24])=[O:22])=[CH:19][CH:18]=1)=[O:16])[NH2:14]. (3) Given the product [Cl:8][C:7]1[C:2]([N:24]([CH2:23][C:19]2[CH:18]=[CH:17][C:16]3[C:21](=[CH:22][N:14]([CH3:13])[N:15]=3)[CH:20]=2)[S:25]([C:28]2[CH:29]=[CH:30][C:31]([C:32]([O:34][CH3:35])=[O:33])=[CH:36][CH:37]=2)(=[O:27])=[O:26])=[N:3][CH:4]=[C:5]([C:9]([F:12])([F:11])[F:10])[CH:6]=1, predict the reactants needed to synthesize it. The reactants are: Cl[C:2]1[C:7]([Cl:8])=[CH:6][C:5]([C:9]([F:12])([F:11])[F:10])=[CH:4][N:3]=1.[CH3:13][N:14]1[CH:22]=[C:21]2[C:16]([CH:17]=[CH:18][C:19]([CH2:23][NH:24][S:25]([C:28]3[CH:37]=[CH:36][C:31]([C:32]([O:34][CH3:35])=[O:33])=[CH:30][CH:29]=3)(=[O:27])=[O:26])=[CH:20]2)=[N:15]1. (4) Given the product [F:18][C:12]1[CH:13]=[C:14]([F:17])[CH:15]=[CH:16][C:11]=1[C:8]1[CH:9]=[N:10][C:5]2[N:6]([CH:19]=[C:3]([CH2:2][O:20][C:21]3[CH:26]=[CH:25][CH:24]=[CH:23][N:22]=3)[N:4]=2)[N:7]=1, predict the reactants needed to synthesize it. The reactants are: Cl[CH2:2][C:3]1[N:4]=[C:5]2[N:10]=[CH:9][C:8]([C:11]3[CH:16]=[CH:15][C:14]([F:17])=[CH:13][C:12]=3[F:18])=[N:7][N:6]2[CH:19]=1.[OH:20][C:21]1[CH:26]=[CH:25][CH:24]=[CH:23][N:22]=1. (5) Given the product [Cl:11][C:10]1[C:2]2[N:1]=[C:26]([C:25]3[CH:29]=[CH:30][CH:31]=[CH:32][C:24]=3[O:23][CH3:22])[O:5][C:4](=[O:6])[C:3]=2[CH:7]=[CH:8][CH:9]=1, predict the reactants needed to synthesize it. The reactants are: [NH2:1][C:2]1[C:10]([Cl:11])=[CH:9][CH:8]=[CH:7][C:3]=1[C:4]([OH:6])=[O:5].FC1C=CC=CC=1C(Cl)=O.[CH3:22][O:23][C:24]1[CH:32]=[CH:31][CH:30]=[CH:29][C:25]=1[C:26](Cl)=O.